From a dataset of Forward reaction prediction with 1.9M reactions from USPTO patents (1976-2016). Predict the product of the given reaction. (1) Given the reactants [CH:1]1([C@@H:4]2[CH2:8][N:7]([C:9]([O:11][C:12]([CH3:15])([CH3:14])[CH3:13])=[O:10])[CH2:6][C@H:5]2[C:16](OCC)=[O:17])[CH2:3][CH2:2]1.[Li+].[BH4-], predict the reaction product. The product is: [CH:1]1([C@H:4]2[C@H:5]([CH2:16][OH:17])[CH2:6][N:7]([C:9]([O:11][C:12]([CH3:15])([CH3:14])[CH3:13])=[O:10])[CH2:8]2)[CH2:2][CH2:3]1. (2) Given the reactants CN(C)C(N(C)C)=N.[C:9]1([C@:15]23[CH2:23][NH:22][CH2:21][C@H:20]2[CH2:19][S:18][C:17]([NH:24][C:25](=[O:32])[C:26]2[CH:31]=[CH:30][CH:29]=[CH:28][CH:27]=2)=[N:16]3)[CH:14]=[CH:13][CH:12]=[CH:11][CH:10]=1.[F:33][C:34]1[CH:35]=[N:36][C:37](Cl)=[N:38][CH:39]=1.O, predict the reaction product. The product is: [F:33][C:34]1[CH:35]=[N:36][C:37]([N:22]2[CH2:21][C@@H:20]3[C@@:15]([C:9]4[CH:10]=[CH:11][CH:12]=[CH:13][CH:14]=4)([N:16]=[C:17]([NH:24][C:25](=[O:32])[C:26]4[CH:27]=[CH:28][CH:29]=[CH:30][CH:31]=4)[S:18][CH2:19]3)[CH2:23]2)=[N:38][CH:39]=1. (3) Given the reactants Cl.[CH2:2]([O:4][C:5]1[C:6]([F:18])=[C:7]2[C:11](=[CH:12][C:13]=1[O:14][CH2:15][CH3:16])[C:10]([NH2:17])=[N:9][CH2:8]2)[CH3:3].[OH-].[Na+], predict the reaction product. The product is: [CH2:2]([O:4][C:5]1[C:6]([F:18])=[C:7]2[C:11](=[CH:12][C:13]=1[O:14][CH2:15][CH3:16])[C:10]([NH2:17])=[N:9][CH2:8]2)[CH3:3]. (4) Given the reactants [BH4-].[Na+].[CH2:3]([O:5][C:6]([NH:8][C:9]1[CH:10]=[C:11]([CH2:15][C:16](O)=[O:17])[CH:12]=[CH:13][CH:14]=1)=[O:7])[CH3:4].II, predict the reaction product. The product is: [CH2:3]([O:5][C:6](=[O:7])[NH:8][C:9]1[CH:14]=[CH:13][CH:12]=[C:11]([CH2:15][CH2:16][OH:17])[CH:10]=1)[CH3:4]. (5) Given the reactants [F:1]/[C:2](/[C:10]1[CH:15]=[CH:14][C:13]([O:16][C:17]([F:20])([F:19])[F:18])=[CH:12][CH:11]=1)=[CH:3]\[C:4]1[CH:8]=[C:7]([CH3:9])[NH:6][N:5]=1.CS(O[CH2:26][C:27]1[CH:32]=[CH:31][N:30]=[C:29]([Cl:33])[CH:28]=1)(=O)=O, predict the reaction product. The product is: [Cl:33][C:29]1[CH:28]=[C:27]([CH2:26][N:6]2[C:7]([CH3:9])=[CH:8][C:4](/[CH:3]=[C:2](\[F:1])/[C:10]3[CH:15]=[CH:14][C:13]([O:16][C:17]([F:19])([F:18])[F:20])=[CH:12][CH:11]=3)=[N:5]2)[CH:32]=[CH:31][N:30]=1. (6) Given the reactants O=P12OP3(OP(OP(O3)(O1)=O)(=O)O2)=O.[C:15]([O:20][CH2:21][CH2:22][OH:23])(=[O:19])[CH2:16][CH2:17][CH3:18].CS(C)=O.CCN(CC)CC, predict the reaction product. The product is: [C:15]([O:20][CH2:21][CH:22]=[O:23])(=[O:19])[CH2:16][CH2:17][CH3:18].